From a dataset of Catalyst prediction with 721,799 reactions and 888 catalyst types from USPTO. Predict which catalyst facilitates the given reaction. Reactant: [CH3:1][NH:2][NH2:3].[OH:4][N:5]=[C:6]([C:15](=O)[CH3:16])[C:7]([C:9]1[CH:14]=[CH:13][CH:12]=[CH:11][CH:10]=1)=O.CCOCC.C([O-])([O-])=O.[Na+].[Na+]. Product: [CH3:1][N:2]1[C:15]([CH3:16])=[C:6]([N:5]=[O:4])[C:7]([C:9]2[CH:14]=[CH:13][CH:12]=[CH:11][CH:10]=2)=[N:3]1. The catalyst class is: 313.